This data is from Drug-target binding data from BindingDB using IC50 measurements. The task is: Regression. Given a target protein amino acid sequence and a drug SMILES string, predict the binding affinity score between them. We predict pIC50 (pIC50 = -log10(IC50 in M); higher means more potent). Dataset: bindingdb_ic50. (1) The target protein (Q03405) has sequence MGHPPLLPLLLLLHTCVPASWGLRCMQCKTNGDCRVEECALGQDLCRTTIVRLWEEGEELELVEKSCTHSEKTNRTLSYRTGLKITSLTEVVCGLDLCNQGNSGRAVTYSRSRYLECISCGSSDMSCERGRHQSLQCRSPEEQCLDVVTHWIQEGEEGRPKDDRHLRGCGYLPGCPGSNGFHNNDTFHFLKCCNTTKCNEGPILELENLPQNGRQCYSCKGNSTHGCSSEETFLIDCRGPMNQCLVATGTHEPKNQSYMVRGCATASMCQHAHLGDAFSMNHIDVSCCTKSGCNHPDLDVQYRSGAAPQPGPAHLSLTITLLMTARLWGGTLLWT. The small molecule is CC(C)Oc1c(Br)cc(Nc2cccc(C(=O)O)c2)c2c1C(=O)c1ccccc1C2=O. The pIC50 is 4.5. (2) The drug is CC(=O)[C@H]1CC[C@H]2[C@@H]3CC[C@H]4C[C@@H](N)CC[C@]4(C)[C@H]3CC[C@]12C. The target protein (P11413) has sequence MAEQVALSRTQVCGILREELFQGDAFHQSDTHIFIIMGASGDLAKKKIYPTIWWLFRDGLLPENTFIVGYARSRLTVADIRKQSEPFFKATPEEKLKLEDFFARNSYVAGQYDDAASYQRLNSHMNALHLGSQANRLFYLALPPTVYEAVTKNIHESCMSQIGWNRIIVEKPFGRDLQSSDRLSNHISSLFREDQIYRIDHYLGKEMVQNLMVLRFANRIFGPIWNRDNIACVILTFKEPFGTEGRGGYFDEFGIIRDVMQNHLLQMLCLVAMEKPASTNSDDVRDEKVKVLKCISEVQANNVVLGQYVGNPDGEGEATKGYLDDPTVPRGSTTATFAAVVLYVENERWDGVPFILRCGKALNERKAEVRLQFHDVAGDIFHQQCKRNELVIRVQPNEAVYTKMMTKKPGMFFNPEESELDLTYGNRYKNVKLPDAYERLILDVFCGSQMHFVRSDELREAWRIFTPLLHQIELEKPKPIPYIYGSRGPTEADELMKRVG.... The pIC50 is 3.7.